The task is: Binary Classification. Given a drug SMILES string, predict its activity (active/inactive) in a high-throughput screening assay against a specified biological target.. This data is from M1 muscarinic receptor antagonist screen with 61,756 compounds. (1) The molecule is OC(=O)c1c(N2CCC(CC2)C)nccc1. The result is 0 (inactive). (2) The compound is O1CCN(C(=O)N2CCN(CC2)c2c(OC)cccc2)CC1. The result is 0 (inactive).